This data is from Full USPTO retrosynthesis dataset with 1.9M reactions from patents (1976-2016). The task is: Predict the reactants needed to synthesize the given product. (1) Given the product [C:31]1([P:7]([C:1]2[CH:6]=[CH:5][CH:4]=[CH:3][CH:2]=2)[CH:8]2[CH2:16][CH:11]3[O:12][C:13](=[O:15])[CH2:14][CH:10]3[CH:9]2[CH2:17][P:18]([C:19]2[CH:20]=[CH:21][CH:22]=[CH:23][CH:24]=2)[C:25]2[CH:26]=[CH:27][CH:28]=[CH:29][CH:30]=2)[CH:36]=[CH:35][CH:34]=[CH:33][CH:32]=1, predict the reactants needed to synthesize it. The reactants are: [C:1]1([P:7]([C:31]2[CH:36]=[CH:35][CH:34]=[CH:33][CH:32]=2)[C@H:8]2[CH2:16][C@@H:11]3[O:12][C:13](=[O:15])[CH2:14][C@@H:10]3[C@H:9]2[CH2:17][P:18]([C:25]2[CH:30]=[CH:29][CH:28]=[CH:27][CH:26]=2)[C:19]2[CH:24]=[CH:23][CH:22]=[CH:21][CH:20]=2)[CH:6]=[CH:5][CH:4]=[CH:3][CH:2]=1.B.C1N2CCN(CC2)C1. (2) Given the product [OH:6][C@@H:5]([CH2:4][OH:3])[CH2:7][N:8]1[CH:12]=[CH:11][C:10]([NH:13][C:14](=[O:37])[C@@H:15]([N:20]2[CH2:24][C:23]([O:25][C:26]3[C:35]4[CH2:34][CH2:33][CH2:32][CH2:31][C:30]=4[CH:29]=[CH:28][CH:27]=3)=[CH:22][C:21]2=[O:36])[CH2:16][CH:17]([CH3:19])[CH3:18])=[N:9]1, predict the reactants needed to synthesize it. The reactants are: CC1(C)[O:6][C@H:5]([CH2:7][N:8]2[CH:12]=[CH:11][C:10]([NH:13][C:14](=[O:37])[C@@H:15]([N:20]3[CH2:24][C:23]([O:25][C:26]4[C:35]5[CH2:34][CH2:33][CH2:32][CH2:31][C:30]=5[CH:29]=[CH:28][CH:27]=4)=[CH:22][C:21]3=[O:36])[CH2:16][CH:17]([CH3:19])[CH3:18])=[N:9]2)[CH2:4][O:3]1.O.C1(C)C=CC(S(O)(=O)=O)=CC=1.